From a dataset of Catalyst prediction with 721,799 reactions and 888 catalyst types from USPTO. Predict which catalyst facilitates the given reaction. Reactant: [F:1][C:2]1[C:8]([F:9])=[CH:7][CH:6]=[C:5]([N+:10]([O-:12])=[O:11])[C:3]=1[NH2:4].[Br:13]N1C(=O)CCC1=O. Product: [Br:13][C:7]1[CH:6]=[C:5]([N+:10]([O-:12])=[O:11])[C:3]([NH2:4])=[C:2]([F:1])[C:8]=1[F:9]. The catalyst class is: 3.